Dataset: Full USPTO retrosynthesis dataset with 1.9M reactions from patents (1976-2016). Task: Predict the reactants needed to synthesize the given product. (1) Given the product [NH2:21][C:17]1[C:18]([C:19]#[N:20])=[C:4]([C:6]2[CH:11]=[CH:10][CH:9]=[CH:8][CH:7]=2)[C:3]2[C:2](=[CH:15][CH:14]=[C:13]([Cl:16])[CH:12]=2)[N:1]=1, predict the reactants needed to synthesize it. The reactants are: [NH2:1][C:2]1[CH:15]=[CH:14][C:13]([Cl:16])=[CH:12][C:3]=1[C:4]([C:6]1[CH:11]=[CH:10][CH:9]=[CH:8][CH:7]=1)=O.[C:17](#[N:21])[CH2:18][C:19]#[N:20].[O-]CC.[Na+]. (2) Given the product [Br:1][C:21]1[S:20][C:19]([C:22]([O:24][CH2:25][CH3:26])=[O:23])=[N:18][C:17]=1[C:12]1[CH:13]=[C:14]([F:16])[CH:15]=[C:10]([C:8]#[N:9])[CH:11]=1, predict the reactants needed to synthesize it. The reactants are: [Br:1]Br.C([O-])(=O)C.[K+].[C:8]([C:10]1[CH:11]=[C:12]([C:17]2[N:18]=[C:19]([C:22]([O:24][CH2:25][CH3:26])=[O:23])[S:20][CH:21]=2)[CH:13]=[C:14]([F:16])[CH:15]=1)#[N:9].S([O-])([O-])=O.[Na+].[Na+]. (3) Given the product [N:1]1([CH2:2][CH2:3][N:4]2[C:12]3[C:7](=[CH:8][CH:9]=[CH:10][CH:11]=3)[C:6]3([C:16]4=[CH:17][C:18]5[O:22][CH2:21][O:20][C:19]=5[CH:23]=[C:15]4[O:14][CH2:13]3)[C:5]2=[O:24])[CH2:30][CH2:29][CH2:28][CH2:27][CH2:26]1, predict the reactants needed to synthesize it. The reactants are: [NH2:1][CH2:2][CH2:3][N:4]1[C:12]2[C:7](=[CH:8][CH:9]=[CH:10][CH:11]=2)[C:6]2([C:16]3=[CH:17][C:18]4[O:22][CH2:21][O:20][C:19]=4[CH:23]=[C:15]3[O:14][CH2:13]2)[C:5]1=[O:24].Br[CH2:26][CH2:27][CH2:28][CH2:29][CH2:30]Br.C(N(CC)CC)C. (4) Given the product [Br:1][C:2]1[CH:7]=[CH:6][C:5]([CH2:8][C:12]#[N:13])=[C:4]([F:10])[C:3]=1[F:11], predict the reactants needed to synthesize it. The reactants are: [Br:1][C:2]1[CH:7]=[CH:6][C:5]([CH2:8]Br)=[C:4]([F:10])[C:3]=1[F:11].[C-:12]#[N:13].[Na+]. (5) Given the product [ClH:20].[CH2:1]([O:8][C:9]1[CH:18]=[C:17]2[C:12]([C:13]([N:26]3[CH2:27][CH2:28][C@H:24]([O:23][CH2:21][CH3:22])[CH2:25]3)=[CH:14][C:15]([CH3:19])=[N:16]2)=[CH:11][CH:10]=1)[C:2]1[CH:7]=[CH:6][CH:5]=[CH:4][CH:3]=1, predict the reactants needed to synthesize it. The reactants are: [CH2:1]([O:8][C:9]1[CH:18]=[C:17]2[C:12]([C:13]([Cl:20])=[CH:14][C:15]([CH3:19])=[N:16]2)=[CH:11][CH:10]=1)[C:2]1[CH:7]=[CH:6][CH:5]=[CH:4][CH:3]=1.[CH2:21]([O:23][C@H:24]1[CH2:28][CH2:27][NH:26][CH2:25]1)[CH3:22]. (6) Given the product [CH:13]1([CH:18]2[CH2:26][C:25]3[C:20](=[C:21]([CH3:29])[C:22]([CH3:28])=[C:23]([O:27][CH2:12][C:4]4[CH:3]=[C:2]([C:2]5[CH:11]=[CH:10][C:5]([C:6]([OH:8])=[O:7])=[C:4]([CH3:12])[CH:3]=5)[CH:11]=[CH:10][CH:5]=4)[CH:24]=3)[C:19]2=[O:30])[CH2:14][CH2:15][CH2:16][CH2:17]1, predict the reactants needed to synthesize it. The reactants are: Br[C:2]1[CH:11]=[CH:10][C:5]([C:6]([O:8]C)=[O:7])=[C:4]([CH3:12])[CH:3]=1.[CH:13]1([CH:18]2[CH2:26][C:25]3[C:20](=[C:21]([CH3:29])[C:22]([CH3:28])=[C:23]([OH:27])[CH:24]=3)[C:19]2=[O:30])[CH2:17][CH2:16][CH2:15][CH2:14]1.